From a dataset of Catalyst prediction with 721,799 reactions and 888 catalyst types from USPTO. Predict which catalyst facilitates the given reaction. (1) The catalyst class is: 8. Reactant: [CH3:1][O:2][C:3]1[C:4]([Cl:26])=[CH:5][C:6]2[NH:10][C:9](=[O:11])[N:8]([CH:12]3[CH2:17][CH2:16][N:15](C(OC(C)(C)C)=O)[CH2:14][CH2:13]3)[C:7]=2[CH:25]=1.Cl. Product: [ClH:26].[CH3:1][O:2][C:3]1[C:4]([Cl:26])=[CH:5][C:6]2[NH:10][C:9](=[O:11])[N:8]([CH:12]3[CH2:13][CH2:14][NH:15][CH2:16][CH2:17]3)[C:7]=2[CH:25]=1. (2) Reactant: [CH:1]1[C:9]2[C:8]3[CH:10]=[CH:11][CH:12]=[CH:13][C:7]=3[O:6][C:5]=2C=[CH:3][CH:2]=1.CN(C)[CH2:16][CH2:17]N(C)C.[CH:22]([Li])(CC)C.CI.[Cl-].[NH4+]. Product: [CH3:22][C:13]1[C:7]2[O:6][C:5]3[C:16]([CH3:17])=[CH:3][CH:2]=[CH:1][C:9]=3[C:8]=2[CH:10]=[CH:11][CH:12]=1. The catalyst class is: 27. (3) Reactant: [Br:1][C:2]1[CH:3]=[C:4]([CH:8]=[CH:9][C:10]=1[OH:11])[C:5]([OH:7])=[O:6].C(=O)([O-])[O-].[Cs+].[Cs+].Br[CH:19]1[CH2:23][CH2:22][CH2:21][CH2:20]1. Product: [Br:1][C:2]1[CH:3]=[C:4]([CH:8]=[CH:9][C:10]=1[O:11][CH:19]1[CH2:23][CH2:22][CH2:21][CH2:20]1)[C:5]([O:7][CH:19]1[CH2:23][CH2:22][CH2:21][CH2:20]1)=[O:6]. The catalyst class is: 3. (4) Reactant: C[Si]1(C)[C:24]2[C:25](=[CH:20][CH:21]=[CH:22][CH:23]=2)[C:26](C)=[C:18]1[C:15]1C=[CH:16][C:15]([C:18]2[Si](C)(C)[C:20]3[C:25]([C:26]=2C)=[CH:24][CH:23]=[CH:22][CH:21]=3)=C[CH:16]=1.[Li:31].C1C2C(=CC=CC=2)C=CC=1.S(OC)(OC)(=O)=O. Product: [Li:31].[C-:23]1[C:24]2[C:25](=[CH:26][CH:18]=[CH:15][CH:16]=2)[CH:20]=[CH:21][CH:22]=1. The catalyst class is: 1. (5) Reactant: [H-].[Na+].C1OCCOCCOCCOCCOCCOC1.[CH3:21][C:22]([CH3:50])([CH3:49])[CH2:23][N:24]1[C:28]2[N:29]=[C:30]([C:33]#[N:34])[N:31]=[CH:32][C:27]=2[CH:26]=[C:25]1[CH2:35][N:36]1[C:40](=[O:41])[C:39]2([CH2:46][CH2:45][NH:44][CH2:43][CH2:42]2)[N:38]([CH3:47])[C:37]1=[O:48].Br[CH2:52][CH2:53][CH3:54]. Product: [CH3:21][C:22]([CH3:50])([CH3:49])[CH2:23][N:24]1[C:28]2[N:29]=[C:30]([C:33]#[N:34])[N:31]=[CH:32][C:27]=2[CH:26]=[C:25]1[CH2:35][N:36]1[C:40](=[O:41])[C:39]2([CH2:42][CH2:43][N:44]([CH2:52][CH2:53][CH3:54])[CH2:45][CH2:46]2)[N:38]([CH3:47])[C:37]1=[O:48]. The catalyst class is: 3. (6) Reactant: [C:1]([C:3]1[CH:12]=[CH:11][CH:10]=[C:9]2[C:4]=1[CH2:5][CH2:6][N:7]1[C:17](=[O:18])[CH2:16][N:15]=[C:14]([C:19]3[CH:24]=[CH:23][CH:22]=[C:21]([O:25][CH3:26])[CH:20]=3)[CH:13]=[C:8]12)#[CH:2].C([O-])([O-])=O.[K+].[K+]. Product: [CH2:1]([C:3]1[CH:12]=[CH:11][CH:10]=[C:9]2[C:4]=1[CH2:5][CH2:6][N:7]1[C:17](=[O:18])[CH2:16][N:15]=[C:14]([C:19]3[CH:24]=[CH:23][CH:22]=[C:21]([O:25][CH3:26])[CH:20]=3)[CH:13]=[C:8]12)[CH3:2]. The catalyst class is: 5.